From a dataset of Full USPTO retrosynthesis dataset with 1.9M reactions from patents (1976-2016). Predict the reactants needed to synthesize the given product. (1) Given the product [CH3:31][C:2]([CH3:1])([CH3:32])[C:3]#[C:4][C:5]1[S:9][C:8]([C:10]([OH:12])=[O:11])=[C:7]([N:14]([CH2:24][C:25]2[N:29]([CH3:30])[N:28]=[CH:27][CH:26]=2)[C:15]([C@H:17]2[CH2:22][CH2:21][C@H:20]([CH3:23])[CH2:19][CH2:18]2)=[O:16])[CH:6]=1, predict the reactants needed to synthesize it. The reactants are: [CH3:1][C:2]([CH3:32])([CH3:31])[C:3]#[C:4][C:5]1[S:9][C:8]([C:10]([O:12]C)=[O:11])=[C:7]([N:14]([CH2:24][C:25]2[N:29]([CH3:30])[N:28]=[CH:27][CH:26]=2)[C:15]([C@H:17]2[CH2:22][CH2:21][C@H:20]([CH3:23])[CH2:19][CH2:18]2)=[O:16])[CH:6]=1.[OH-].[Na+]. (2) The reactants are: Br[C:2]([CH3:16])([CH3:15])[C:3]([NH:5][C:6]1[CH:10]=[C:9]([C:11]([CH3:14])([CH3:13])[CH3:12])[O:8][N:7]=1)=[O:4].[Na+].[CH2:18]([S:21]([O-:23])=[O:22])[CH2:19][CH3:20].N1C=CC=CC=1.Cl. Given the product [C:11]([C:9]1[O:8][N:7]=[C:6]([NH:5][C:3](=[O:4])[C:2]([CH3:16])([S:21]([CH2:18][CH2:19][CH3:20])(=[O:23])=[O:22])[CH3:15])[CH:10]=1)([CH3:14])([CH3:13])[CH3:12], predict the reactants needed to synthesize it.